The task is: Predict the reaction yield, written as a fraction of the theoretical maximum amount of product (1.0 means a 100% yield; for example, 0.34 means a 34% yield).. This data is from Reaction yield outcomes from USPTO patents with 853,638 reactions. (1) The reactants are Cl.[NH2:2][C:3]1[C:12]2[C:7](=[CH:8][CH:9]=[CH:10][CH:11]=2)[C:6]([C:13]([OH:15])=[O:14])=[CH:5][CH:4]=1.C(N1C=CN=C1)(N1C=CN=C1)=O.[C:28](O)([CH3:31])([CH3:30])[CH3:29]. The catalyst is C(N(CC)CC)C.CCOC(C)=O. The product is [C:28]([O:14][C:13]([C:6]1[C:7]2[C:12](=[CH:11][CH:10]=[CH:9][CH:8]=2)[C:3]([NH2:2])=[CH:4][CH:5]=1)=[O:15])([CH3:31])([CH3:30])[CH3:29]. The yield is 0.290. (2) The reactants are [CH3:1][O:2][C:3]([C:5]1[C:6](=[O:16])[O:7][C:8]2[C:13]([CH:14]=1)=[CH:12][CH:11]=[C:10]([OH:15])[CH:9]=2)=[O:4].C(=O)([O-])[O-].[K+].[K+]. No catalyst specified. The product is [CH3:1][O:2][C:3]([C:5]1[C:6](=[O:16])[O:7][C:8]2[CH:9]=[C:10]([O:15][CH2:14][C:13]3[CH:8]=[CH:9][CH:10]=[CH:11][CH:12]=3)[CH:11]=[CH:12][C:13]=2[CH:14]=1)=[O:4]. The yield is 0.677. (3) The reactants are [CH:1]1[C:10]2[C:5](=[CH:6][CH:7]=[CH:8][CH:9]=2)[CH:4]=[CH:3][C:2]=1[S:11](Cl)(=[O:13])=[O:12].[F:15][C:16]1[CH:21]=[C:20]([F:22])[CH:19]=[CH:18][C:17]=1[N:23]1[CH2:28][CH2:27][NH:26][CH2:25][CH2:24]1.C(N(C(C)C)CC)(C)C. The catalyst is ClCCl. The product is [F:15][C:16]1[CH:21]=[C:20]([F:22])[CH:19]=[CH:18][C:17]=1[N:23]1[CH2:24][CH2:25][N:26]([S:11]([C:2]2[CH:3]=[CH:4][C:5]3[C:10](=[CH:9][CH:8]=[CH:7][CH:6]=3)[CH:1]=2)(=[O:13])=[O:12])[CH2:27][CH2:28]1. The yield is 0.550. (4) The reactants are [Br:1][CH2:2][C:3](Br)=[O:4].[C:6]([O:10][C:11](=[O:26])[NH:12][C:13]([CH3:25])([CH3:24])[CH2:14][NH:15][C:16]1[CH:21]=[CH:20][CH:19]=[C:18]([F:22])[C:17]=1[CH3:23])([CH3:9])([CH3:8])[CH3:7].C(=O)(O)[O-].[Na+]. The catalyst is CN(C)C(=O)C. The product is [C:6]([O:10][C:11](=[O:26])[NH:12][C:13]([CH3:25])([CH3:24])[CH2:14][N:15]([C:3](=[O:4])[CH2:2][Br:1])[C:16]1[CH:21]=[CH:20][CH:19]=[C:18]([F:22])[C:17]=1[CH3:23])([CH3:9])([CH3:8])[CH3:7]. The yield is 0.760.